Dataset: Full USPTO retrosynthesis dataset with 1.9M reactions from patents (1976-2016). Task: Predict the reactants needed to synthesize the given product. (1) Given the product [CH2:24]([C:20]1[C:19]([C:17]2[N:9]([C:6]3[CH:7]=[CH:8][C:3]([O:2][CH3:1])=[CH:4][CH:5]=3)[C:10]3[CH:15]=[CH:14][CH:13]=[CH:12][C:11]=3[N:16]=2)=[CH:23][O:22][N:21]=1)[CH3:25], predict the reactants needed to synthesize it. The reactants are: [CH3:1][O:2][C:3]1[CH:8]=[CH:7][C:6]([NH:9][C:10]2[CH:15]=[CH:14][CH:13]=[CH:12][C:11]=2[NH:16][C:17]([C:19]2[C:20]([CH2:24][CH3:25])=[N:21][O:22][CH:23]=2)=O)=[CH:5][CH:4]=1. (2) Given the product [F:19][C:16]([F:17])([F:18])[C:6]1[CH:5]=[C:4]([CH:9]=[CH:8][C:7]=1[N:10]1[CH2:11][CH2:12][O:13][CH2:14][CH2:15]1)[NH2:1], predict the reactants needed to synthesize it. The reactants are: [N+:1]([C:4]1[CH:9]=[CH:8][C:7]([N:10]2[CH2:15][CH2:14][O:13][CH2:12][CH2:11]2)=[C:6]([C:16]([F:19])([F:18])[F:17])[CH:5]=1)([O-])=O. (3) The reactants are: Cl.[NH2:2][CH2:3][C:4]([O:6][CH3:7])=[O:5].Cl[C:9]1[C:14]([N+:15]([O-:17])=[O:16])=[CH:13][C:12]([CH3:18])=[CH:11][N:10]=1.C(N(CC)CC)C. Given the product [CH3:18][C:12]1[CH:13]=[C:14]([N+:15]([O-:17])=[O:16])[C:9]([NH:2][CH2:3][C:4]([O:6][CH3:7])=[O:5])=[N:10][CH:11]=1, predict the reactants needed to synthesize it. (4) The reactants are: [Br:1][C:2]1[CH:7]=[CH:6][C:5]([OH:8])=[C:4]([C:9]2([CH3:15])[CH2:14][CH2:13][CH2:12][CH2:11][CH2:10]2)[CH:3]=1.C(N(CC)CC)C.[Si:23](Cl)([C:26]([CH3:29])([CH3:28])[CH3:27])([CH3:25])[CH3:24].O. Given the product [Br:1][C:2]1[CH:7]=[CH:6][C:5]([O:8][Si:23]([C:26]([CH3:29])([CH3:28])[CH3:27])([CH3:25])[CH3:24])=[C:4]([C:9]2([CH3:15])[CH2:14][CH2:13][CH2:12][CH2:11][CH2:10]2)[CH:3]=1, predict the reactants needed to synthesize it. (5) Given the product [N+:8]([C:5]1[CH:6]=[CH:7][C:2]([O:11][CH2:12][CH2:13][C:14]2[CH:19]=[CH:18][CH:17]=[CH:16][N:15]=2)=[N:3][CH:4]=1)([O-:10])=[O:9], predict the reactants needed to synthesize it. The reactants are: Cl[C:2]1[CH:7]=[CH:6][C:5]([N+:8]([O-:10])=[O:9])=[CH:4][N:3]=1.[OH:11][CH2:12][CH2:13][C:14]1[CH:19]=[CH:18][CH:17]=[CH:16][N:15]=1.CC(C)([O-])C.[K+].C(OCC)(=O)C. (6) Given the product [C:13]1([C:12]2[N:3]=[N:2][N:1]3[C:11]=2[CH2:10][O:9][C@H:8]2[CH2:7][N:6]([C:19]([O:21][C:22]([CH3:25])([CH3:24])[CH3:23])=[O:20])[CH2:5][C@H:4]32)[CH:14]=[CH:15][CH:16]=[CH:17][CH:18]=1, predict the reactants needed to synthesize it. The reactants are: [N:1]([C@@H:4]1[C@@H:8]([O:9][CH2:10][C:11]#[C:12][C:13]2[CH:18]=[CH:17][CH:16]=[CH:15][CH:14]=2)[CH2:7][N:6]([C:19]([O:21][C:22]([CH3:25])([CH3:24])[CH3:23])=[O:20])[CH2:5]1)=[N+:2]=[N-:3]. (7) Given the product [CH3:16][C:13]1([CH3:15])[C:12]([CH3:17])([CH3:18])[O:11][B:10]([C:39]2[CH:38]=[CH:37][C:36]([S:33]([C:28]3[C:27]([CH3:26])=[CH:32][CH:31]=[CH:30][CH:29]=3)(=[O:34])=[O:35])=[CH:41][CH:40]=2)[O:14]1, predict the reactants needed to synthesize it. The reactants are: [B:10]1([B:10]2[O:14][C:13]([CH3:16])([CH3:15])[C:12]([CH3:18])([CH3:17])[O:11]2)[O:14][C:13]([CH3:16])([CH3:15])[C:12]([CH3:18])([CH3:17])[O:11]1.C(=O)([O-])[O-].[K+].[K+].Cl[CH2:26][C:27]1[CH:32]=[CH:31][CH:30]=[CH:29][C:28]=1[S:33]([C:36]1[CH:41]=[CH:40][C:39](Cl)=[CH:38][CH:37]=1)(=[O:35])=[O:34].[Cl-].[NH4+]. (8) The reactants are: Cl[C:2]1[N:3]=[C:4]([N:16]2[CH2:21][CH2:20][O:19][CH2:18][C@@H:17]2[CH3:22])[C:5]2[CH2:10][N:9]([C:11]([O:13][CH2:14][CH3:15])=[O:12])[CH2:8][C:6]=2[N:7]=1.[F:23][C:24]1[CH:25]=[C:26]([CH:28]=[C:29]([F:40])[C:30]=1B1OC(C)(C)C(C)(C)O1)[NH2:27]. Given the product [CH2:8]([NH:9][C:11](=[O:12])[NH:27][C:26]1[CH:28]=[C:29]([F:40])[C:30]([C:2]2[N:3]=[C:4]([N:16]3[CH2:21][CH2:20][O:19][CH2:18][C@@H:17]3[CH3:22])[C:5]3[CH2:10][N:9]([C:11]([O:13][CH2:14][CH3:15])=[O:12])[CH2:8][C:6]=3[N:7]=2)=[C:24]([F:23])[CH:25]=1)[CH3:6], predict the reactants needed to synthesize it.